From a dataset of Full USPTO retrosynthesis dataset with 1.9M reactions from patents (1976-2016). Predict the reactants needed to synthesize the given product. (1) Given the product [N:18]([CH2:2][C:3]([C:5]1[CH:13]=[C:12]2[C:8]([C:9]([CH3:17])([CH3:16])[C:10](=[O:15])[N:11]2[CH3:14])=[CH:7][CH:6]=1)=[O:4])=[N+:19]=[N-:20], predict the reactants needed to synthesize it. The reactants are: Br[CH2:2][C:3]([C:5]1[CH:13]=[C:12]2[C:8]([C:9]([CH3:17])([CH3:16])[C:10](=[O:15])[N:11]2[CH3:14])=[CH:7][CH:6]=1)=[O:4].[N-:18]=[N+:19]=[N-:20].[Na+].O. (2) Given the product [F:7][C:19]1[CH:20]=[CH:21][C:16]([O:15][CH3:14])=[CH:17][CH:18]=1, predict the reactants needed to synthesize it. The reactants are: [F-].C[N+](C)(C)C.[F:7]C(F)([F:7])C([O-])=O.[CH3:14][O:15][C:16]1[CH:21]=[CH:20][C:19]([I+][C:19]2[CH:20]=[CH:21][C:16]([O:15][CH3:14])=[CH:17][CH:18]=2)=[CH:18][CH:17]=1. (3) Given the product [CH2:22]([O:29][C:30]1[CH:35]=[CH:34][N:33]([C:2]2[CH:3]=[CH:4][C:5]3[S:20][C:8]4[CH2:9][N:10]([C:13]([O:15][C:16]([CH3:19])([CH3:18])[CH3:17])=[O:14])[CH2:11][CH2:12][C:7]=4[C:6]=3[CH:21]=2)[C:32](=[O:36])[CH:31]=1)[C:23]1[CH:24]=[CH:25][CH:26]=[CH:27][CH:28]=1, predict the reactants needed to synthesize it. The reactants are: Br[C:2]1[CH:3]=[CH:4][C:5]2[S:20][C:8]3[CH2:9][N:10]([C:13]([O:15][C:16]([CH3:19])([CH3:18])[CH3:17])=[O:14])[CH2:11][CH2:12][C:7]=3[C:6]=2[CH:21]=1.[CH2:22]([O:29][C:30]1[CH:35]=[CH:34][NH:33][C:32](=[O:36])[CH:31]=1)[C:23]1[CH:28]=[CH:27][CH:26]=[CH:25][CH:24]=1.OC1C=CC=C2C=1N=CC=C2.C([O-])([O-])=O.[K+].[K+].